Dataset: Plasma protein binding rate (PPBR) regression data from AstraZeneca. Task: Regression/Classification. Given a drug SMILES string, predict its absorption, distribution, metabolism, or excretion properties. Task type varies by dataset: regression for continuous measurements (e.g., permeability, clearance, half-life) or binary classification for categorical outcomes (e.g., BBB penetration, CYP inhibition). For this dataset (ppbr_az), we predict Y. The drug is Cc1ccc(CO)cc1N(c1ccnc(Nc2cc(N3CCOCC3)cc(S(C)(=O)=O)c2)n1)C(C)C. The Y is 95.9 %.